Dataset: Reaction yield outcomes from USPTO patents with 853,638 reactions. Task: Predict the reaction yield, written as a fraction of the theoretical maximum amount of product (1.0 means a 100% yield; for example, 0.34 means a 34% yield). (1) The reactants are FC(F)(F)[C:3]([OH:5])=O.[Cl:8][C:9]1[CH:10]=[C:11]([C:29]2[CH:34]=[CH:33][C:32]([C:35]([N:37]3[CH2:42][CH2:41][CH:40]([C:43]([F:46])([F:45])[F:44])[CH2:39][CH2:38]3)=[O:36])=[CH:31][CH:30]=2)[CH:12]=[C:13]([Cl:28])[C:14]=1[CH2:15][C@@H:16]1[CH2:20][CH2:19][N:18]([CH:21]2[CH2:26][CH2:25][NH:24][CH2:23][CH2:22]2)[C:17]1=[O:27].C(=O)([O-])[O-].[K+].[K+].C[Si]([N:57]=[C:58]=O)(C)C. The catalyst is CC(C)=O. The product is [CH3:58][NH:57][C:3]([N:24]1[CH2:23][CH2:22][CH:21]([N:18]2[CH2:19][CH2:20][C@@H:16]([CH2:15][C:14]3[C:9]([Cl:8])=[CH:10][C:11]([C:29]4[CH:30]=[CH:31][C:32]([C:35]([N:37]5[CH2:38][CH2:39][CH:40]([C:43]([F:46])([F:44])[F:45])[CH2:41][CH2:42]5)=[O:36])=[CH:33][CH:34]=4)=[CH:12][C:13]=3[Cl:28])[C:17]2=[O:27])[CH2:26][CH2:25]1)=[O:5]. The yield is 0.380. (2) The reactants are [CH2:1]([C:4]([C:6]1[S:10][C:9]([NH2:11])=[N:8][C:7]=1[C:12]1[O:13][CH:14]=[CH:15][CH:16]=1)=[O:5])[CH2:2][CH3:3].[CH:17]1([C:20](Cl)=[O:21])[CH2:19][CH2:18]1.C(=O)([O-])O.[Na+]. The catalyst is N1C=CC=CC=1. The product is [C:4]([C:6]1[S:10][C:9]([NH:11][C:20]([CH:17]2[CH2:19][CH2:18]2)=[O:21])=[N:8][C:7]=1[C:12]1[O:13][CH:14]=[CH:15][CH:16]=1)(=[O:5])[CH2:1][CH2:2][CH3:3]. The yield is 0.550. (3) The reactants are [C:1]1([C:12]2[CH:17]=[CH:16][CH:15]=[CH:14][CH:13]=2)[CH:6]=[CH:5][CH:4]=[C:3]([CH2:7][C:8](Cl)=[N:9][OH:10])[CH:2]=1.O1CCCC1.[C:23]([C:25]1[C:26]([NH2:31])=[N:27][CH:28]=[CH:29][CH:30]=1)#[CH:24].C(N(CC)CC)C. The catalyst is O. The product is [C:1]1([C:12]2[CH:17]=[CH:16][CH:15]=[CH:14][CH:13]=2)[CH:6]=[CH:5][CH:4]=[C:3]([CH2:7][C:8]2[CH:24]=[C:23]([C:25]3[C:26]([NH2:31])=[N:27][CH:28]=[CH:29][CH:30]=3)[O:10][N:9]=2)[CH:2]=1. The yield is 0.340. (4) The reactants are [CH3:1][CH:2]([CH:6]1[C:11](=[O:12])[NH:10][C:9](=[O:13])[NH:8][C:7]1=[O:14])[CH2:3][CH2:4][CH3:5].[Na].[C:16]([O:20][C:21]([NH:23][OH:24])=[O:22])([CH3:19])([CH3:18])[CH3:17].I([O-])(=O)(=O)=O.[Na+]. The catalyst is C(O)C. The product is [C:16]([O:20][C:21]([N:23]([OH:24])[C:6]1([CH:2]([CH3:1])[CH2:3][CH2:4][CH3:5])[C:7](=[O:14])[NH:8][C:9](=[O:13])[NH:10][C:11]1=[O:12])=[O:22])([CH3:19])([CH3:18])[CH3:17]. The yield is 0.250. (5) The reactants are [Cl:1][C:2]1[N:3]=[C:4]2[C:9](=[CH:10][CH:11]=1)[N:8]=[CH:7][C:6]([C:12](=[O:14])[CH3:13])=[C:5]2[NH:15][C@H:16]1[CH2:21][CH2:20][C@H:19]([CH2:22][N:23]([CH3:25])[CH3:24])[CH2:18][CH2:17]1.CC1(C)C(C)(C)OB([C:34]2[CH:39]=[CH:38][C:37]([OH:40])=[C:36]([O:41][C:42]([F:45])([F:44])[F:43])[CH:35]=2)O1.C1(N)C(F)=C(F)C(F)=C(N)C=1F.[ClH:59].Cl. No catalyst specified. The product is [ClH:1].[ClH:59].[CH3:24][N:23]([CH2:22][C@H:19]1[CH2:20][CH2:21][C@H:16]([NH:15][C:5]2[C:4]3[C:9](=[CH:10][CH:11]=[C:2]([C:34]4[CH:39]=[CH:38][C:37]([OH:40])=[C:36]([O:41][C:42]([F:43])([F:45])[F:44])[CH:35]=4)[N:3]=3)[N:8]=[CH:7][C:6]=2[C:12](=[O:14])[CH3:13])[CH2:17][CH2:18]1)[CH3:25]. The yield is 0.790.